This data is from Full USPTO retrosynthesis dataset with 1.9M reactions from patents (1976-2016). The task is: Predict the reactants needed to synthesize the given product. (1) Given the product [N+:16]([C:9]1[CH:8]=[C:7]([CH:12]=[CH:11][C:10]=1[N+:13]([O-:15])=[O:14])[CH2:6][N:26]1[CH2:31][CH2:30][CH2:29][CH2:28][CH2:27]1)([O-:18])=[O:17], predict the reactants needed to synthesize it. The reactants are: CS(O[CH2:6][C:7]1[CH:12]=[CH:11][C:10]([N+:13]([O-:15])=[O:14])=[C:9]([N+:16]([O-:18])=[O:17])[CH:8]=1)(=O)=O.C(N(CC)CC)C.[NH:26]1[CH2:31][CH2:30][CH2:29][CH2:28][CH2:27]1. (2) Given the product [NH2:1][C@H:2]([CH3:24])[CH2:3][N:4]1[CH:8]=[C:7]([NH:9][C:10]([C:12]2[N:13]=[CH:14][O:15][C:16]=2[C:17]2[CH:18]=[C:19]([CH3:23])[CH:20]=[CH:21][CH:22]=2)=[O:11])[CH:6]=[N:5]1, predict the reactants needed to synthesize it. The reactants are: [NH2:1][CH2:2][CH2:3][N:4]1[CH:8]=[C:7]([NH:9][C:10]([C:12]2[N:13]=[CH:14][O:15][C:16]=2[C:17]2[CH:18]=[C:19]([CH3:23])[CH:20]=[CH:21][CH:22]=2)=[O:11])[CH:6]=[N:5]1.[CH3:24]C1C=CC(S(OC[C@H](NC(OC(C)(C)C)=O)C)(=O)=O)=CC=1. (3) Given the product [CH2:1]([C:8]1[C:9](=[O:18])[N:10]([CH2:20][C:21]2[CH:22]=[CH:23][C:24]([C:27]3[C:28]([C:33]#[N:34])=[CH:29][CH:30]=[CH:31][CH:32]=3)=[CH:25][CH:26]=2)[C:11]([CH2:15][CH2:16][CH3:17])=[N:12][C:13]=1[CH3:14])[C:2]1[CH:7]=[CH:6][CH:5]=[CH:4][CH:3]=1, predict the reactants needed to synthesize it. The reactants are: [CH2:1]([C:8]1[C:9](=[O:18])[NH:10][C:11]([CH2:15][CH2:16][CH3:17])=[N:12][C:13]=1[CH3:14])[C:2]1[CH:7]=[CH:6][CH:5]=[CH:4][CH:3]=1.Br[CH2:20][C:21]1[CH:26]=[CH:25][C:24]([C:27]2[C:28]([C:33]#[N:34])=[CH:29][CH:30]=[CH:31][CH:32]=2)=[CH:23][CH:22]=1.[H-].[Na+].C(OCC)(=O)C. (4) Given the product [CH3:17][S:18]([O:9][CH2:8][CH:3]1[CH2:4][CH2:5][CH2:6][CH2:7][N:2]1[CH3:1])(=[O:20])=[O:19], predict the reactants needed to synthesize it. The reactants are: [CH3:1][N:2]1[CH2:7][CH2:6][CH2:5][CH2:4][CH:3]1[CH2:8][OH:9].C(N(CC)CC)C.[CH3:17][S:18](Cl)(=[O:20])=[O:19]. (5) Given the product [F:8][C:6]1[CH:5]=[C:4]([CH2:9][C:10]([NH:13][C@H:14]([C:16]([C:18]2([NH2:39])[N:24]=[C:23]([C:25]3[CH:30]=[CH:29][CH:28]=[CH:27][C:26]=3[Cl:31])[C:22]3[CH:32]=[C:33]([Cl:36])[CH:34]=[CH:35][C:21]=3[N:20]([CH3:37])[C:19]2=[O:38])=[O:17])[CH3:15])=[O:12])[CH:3]=[C:2]([F:1])[CH:7]=1, predict the reactants needed to synthesize it. The reactants are: [F:1][C:2]1[CH:3]=[C:4]([CH2:9][C:10]([OH:12])=O)[CH:5]=[C:6]([F:8])[CH:7]=1.[NH2:13][C@H:14]([C:16]([C:18]1([NH2:39])[N:24]=[C:23]([C:25]2[CH:30]=[CH:29][CH:28]=[CH:27][C:26]=2[Cl:31])[C:22]2[CH:32]=[C:33]([Cl:36])[CH:34]=[CH:35][C:21]=2[N:20]([CH3:37])[C:19]1=[O:38])=[O:17])[CH3:15].